Dataset: Catalyst prediction with 721,799 reactions and 888 catalyst types from USPTO. Task: Predict which catalyst facilitates the given reaction. (1) Reactant: [OH:1][C:2]1[CH:10]=[CH:9][C:8]2[N:7]3[CH2:11][CH2:12][CH:13]([CH2:14][C:15]([O:17][C:18]([CH3:21])([CH3:20])[CH3:19])=[O:16])[C:6]3=[CH:5][C:4]=2[CH:3]=1.C([O-])([O-])=O.[Cs+].[Cs+].Cl[CH2:29][C:30]1[CH:35]=[CH:34][C:33]([CH2:36][CH:37]2[CH2:42][CH2:41][CH2:40][CH2:39][CH2:38]2)=[C:32]([C:43]([F:46])([F:45])[F:44])[CH:31]=1. Product: [CH:37]1([CH2:36][C:33]2[CH:34]=[CH:35][C:30]([CH2:29][O:1][C:2]3[CH:10]=[CH:9][C:8]4[N:7]5[CH2:11][CH2:12][CH:13]([CH2:14][C:15]([O:17][C:18]([CH3:21])([CH3:20])[CH3:19])=[O:16])[C:6]5=[CH:5][C:4]=4[CH:3]=3)=[CH:31][C:32]=2[C:43]([F:44])([F:45])[F:46])[CH2:38][CH2:39][CH2:40][CH2:41][CH2:42]1. The catalyst class is: 44. (2) Reactant: CC(C)([O-])C.[K+].[Cl:7][C:8]1[CH:13]=[C:12]([OH:14])[CH:11]=[CH:10][C:9]=1[CH:15]([CH3:34])[C:16]([C:22]1[CH:33]=[CH:32][C:25]2[N:26]([CH3:31])[C:27](=[O:30])[N:28]([CH3:29])[C:24]=2[CH:23]=1)([OH:21])[C:17]([F:20])([F:19])[F:18].Cl[C:36]1[N:45]=[CH:44][C:43]([Cl:46])=[CH:42][C:37]=1[C:38]([O:40][CH3:41])=[O:39].C(O)=O. Product: [CH3:41][O:40][C:38](=[O:39])[C:37]1[CH:42]=[C:43]([Cl:46])[CH:44]=[N:45][C:36]=1[O:14][C:12]1[CH:11]=[CH:10][C:9]([CH:15]([CH3:34])[C:16]([C:22]2[CH:33]=[CH:32][C:25]3[N:26]([CH3:31])[C:27](=[O:30])[N:28]([CH3:29])[C:24]=3[CH:23]=2)([OH:21])[C:17]([F:18])([F:19])[F:20])=[C:8]([Cl:7])[CH:13]=1. The catalyst class is: 3. (3) Reactant: [Cl:1][C:2]1[C:10]([F:11])=[C:9]2[C:5]([CH:6]=[CH:7][NH:8]2)=[CH:4][CH:3]=1.Br[C:13]1[CH:14]=[N:15][N:16]([CH2:18][CH3:19])[CH:17]=1.P([O-])([O-])([O-])=O.[K+].[K+].[K+].CNCCNC. Product: [Cl:1][C:2]1[C:10]([F:11])=[C:9]2[C:5]([CH:6]=[CH:7][N:8]2[C:13]2[CH:14]=[N:15][N:16]([CH2:18][CH3:19])[CH:17]=2)=[CH:4][CH:3]=1. The catalyst class is: 345. (4) Reactant: C([O:8][C:9]1[CH:10]=[C:11]([C:44]2[CH:49]=[CH:48][C:47]([P:50](=[O:55])([O:53][CH3:54])[O:51][CH3:52])=[CH:46][CH:45]=2)[CH:12]=[CH:13][C:14]=1[C@@H:15]1[C@@H:18]([CH2:19][CH2:20][C@H:21]([O:29][Si:30]([C:33]([CH3:36])([CH3:35])[CH3:34])([CH3:32])[CH3:31])[C:22]2[CH:27]=[CH:26][C:25]([F:28])=[CH:24][CH:23]=2)[C:17](=[O:37])[N:16]1[C:38]1[CH:43]=[CH:42][CH:41]=[CH:40][CH:39]=1)C1C=CC=CC=1.O. Product: [OH:8][C:9]1[CH:10]=[C:11]([C:44]2[CH:49]=[CH:48][C:47]([P:50](=[O:55])([O:53][CH3:54])[O:51][CH3:52])=[CH:46][CH:45]=2)[CH:12]=[CH:13][C:14]=1[C@@H:15]1[C@@H:18]([CH2:19][CH2:20][C@H:21]([O:29][Si:30]([C:33]([CH3:34])([CH3:35])[CH3:36])([CH3:32])[CH3:31])[C:22]2[CH:27]=[CH:26][C:25]([F:28])=[CH:24][CH:23]=2)[C:17](=[O:37])[N:16]1[C:38]1[CH:43]=[CH:42][CH:41]=[CH:40][CH:39]=1. The catalyst class is: 29. (5) Product: [Br:10][CH2:11][C:12]([NH:4][C:3]1[CH:5]=[CH:6][C:7]([Cl:9])=[CH:8][C:2]=1[Cl:1])=[O:13]. Reactant: [Cl:1][C:2]1[CH:8]=[C:7]([Cl:9])[CH:6]=[CH:5][C:3]=1[NH2:4].[Br:10][CH2:11][C:12](Br)=[O:13].C(N(CC)CC)C. The catalyst class is: 2. (6) Reactant: [CH3:1][C:2]1([CH3:22])[O:6][CH:5]([CH2:7][N:8]2[CH:17]=[CH:16][C:15]3[C:10](=[CH:11][CH:12]=[CH:13][C:14]=3[N+:18]([O-])=O)[C:9]2=[O:21])[CH2:4][O:3]1.CO. Product: [NH2:18][C:14]1[CH:13]=[CH:12][CH:11]=[C:10]2[C:15]=1[CH:16]=[CH:17][N:8]([CH2:7][CH:5]1[CH2:4][O:3][C:2]([CH3:22])([CH3:1])[O:6]1)[C:9]2=[O:21]. The catalyst class is: 45. (7) Reactant: [Cl:1][CH:2]([CH3:27])[CH:3]([NH:15][C:16]([CH:18]1[CH2:22][C:21]([F:26])([CH2:23][CH2:24][CH3:25])[CH2:20][NH:19]1)=[O:17])[CH:4]1[CH:9]([OH:10])[CH:8]([OH:11])[CH:7]([OH:12])[CH:6]([S:13][CH3:14])[O:5]1.[CH2:28]1[O:30][CH2:29]1. Product: [Cl:1][CH:2]([CH3:27])[CH:3]([NH:15][C:16]([CH:18]1[CH2:22][C:21]([F:26])([CH2:23][CH2:24][CH3:25])[CH2:20][N:19]1[CH2:28][CH2:29][OH:30])=[O:17])[CH:4]1[CH:9]([OH:10])[CH:8]([OH:11])[CH:7]([OH:12])[CH:6]([S:13][CH3:14])[O:5]1. The catalyst class is: 5.